From a dataset of Human liver microsome stability data. Regression/Classification. Given a drug SMILES string, predict its absorption, distribution, metabolism, or excretion properties. Task type varies by dataset: regression for continuous measurements (e.g., permeability, clearance, half-life) or binary classification for categorical outcomes (e.g., BBB penetration, CYP inhibition). Dataset: hlm. (1) The molecule is CC#C[C@@H](Cc1nn[nH]n1)c1ccc(OCc2ccc3scc(-c4cncnc4C)c3c2)cc1. The result is 1 (stable in human liver microsomes). (2) The drug is CS(=O)(=O)Nc1ccc2c(c1)S(=O)(=O)C=C(c1c(O)c(-c3cccs3)nn(CC3CC3)c1=O)N2. The result is 0 (unstable in human liver microsomes). (3) The molecule is CNc1nc(NCCCN(C)C)c2sc(-c3cccc(C(F)(F)F)c3)cc2n1. The result is 0 (unstable in human liver microsomes). (4) The drug is Cc1cccc(CNC(=O)C2CCCN(Cc3nc(-c4ccccc4)oc3C)C2)n1. The result is 1 (stable in human liver microsomes). (5) The compound is CN(C)CCOc1cc(-c2cn[nH]c2)ccc1NC(=O)C1COc2ccccc2O1. The result is 0 (unstable in human liver microsomes). (6) The molecule is CC(C)N=C(Nc1ccc(Cl)c(Cl)c1)Nc1ncc[nH]1. The result is 0 (unstable in human liver microsomes). (7) The drug is COc1ccc(-c2ncon2)c2[nH]cc(C(=O)C(=O)N3CCN(C(=O)c4ccccc4)CC3)c12. The result is 1 (stable in human liver microsomes). (8) The drug is CC#C[C@@H](Cc1nn[nH]n1)c1ccc(OCc2ccc3scc(-c4ccc(OCCC(C)(C)O)cc4C)c3c2)cc1. The result is 0 (unstable in human liver microsomes).